Regression. Given a peptide amino acid sequence and an MHC pseudo amino acid sequence, predict their binding affinity value. This is MHC class I binding data. From a dataset of Peptide-MHC class I binding affinity with 185,985 pairs from IEDB/IMGT. (1) The peptide sequence is AEREPFQYF. The MHC is HLA-B18:01 with pseudo-sequence HLA-B18:01. The binding affinity (normalized) is 0.507. (2) The peptide sequence is KLPRWIFFA. The MHC is HLA-A02:12 with pseudo-sequence HLA-A02:12. The binding affinity (normalized) is 0.936. (3) The peptide sequence is LYILFLVKM. The MHC is HLA-A24:02 with pseudo-sequence HLA-A24:02. The binding affinity (normalized) is 0.149. (4) The peptide sequence is ATAILRKA. The MHC is HLA-A02:02 with pseudo-sequence HLA-A02:02. The binding affinity (normalized) is 0.